Dataset: Reaction yield outcomes from USPTO patents with 853,638 reactions. Task: Predict the reaction yield, written as a fraction of the theoretical maximum amount of product (1.0 means a 100% yield; for example, 0.34 means a 34% yield). (1) The reactants are [CH3:1][O:2][C:3]1[C:8]([O:9][CH3:10])=[C:7]([O:11][CH3:12])[CH:6]=[C:5]([CH3:13])[C:4]=1[CH:14]([C:16]1[C:17]([O:24][CH3:25])=[N:18][CH:19]=[C:20]([Cl:23])[C:21]=1[CH3:22])[OH:15]. The catalyst is [O-2].[O-2].[Mn+4].C1(C)C=CC=CC=1. The product is [CH3:1][O:2][C:3]1[C:8]([O:9][CH3:10])=[C:7]([O:11][CH3:12])[CH:6]=[C:5]([CH3:13])[C:4]=1[C:14]([C:16]1[C:17]([O:24][CH3:25])=[N:18][CH:19]=[C:20]([Cl:23])[C:21]=1[CH3:22])=[O:15]. The yield is 0.900. (2) The product is [I:1][C:2]1[CH:11]=[C:10]2[C:5]([CH:6]=[CH:7][C:8](=[O:20])[NH:9]2)=[N:4][CH:3]=1. The yield is 0.471. The reactants are [I:1][C:2]1[CH:11]=[C:10]2[C:5]([CH:6]=[CH:7][CH:8]=[N+:9]2[O-])=[N:4][CH:3]=1.C1(C)C=CC(S(Cl)(=O)=[O:20])=CC=1.C(=O)([O-])[O-].[K+].[K+]. The catalyst is C(Cl)(Cl)Cl.O.